From a dataset of Full USPTO retrosynthesis dataset with 1.9M reactions from patents (1976-2016). Predict the reactants needed to synthesize the given product. (1) Given the product [NH:24]1[CH2:23][CH:22]([N:19]2[CH2:20][CH2:21][N:17]([C:12]3[CH:13]=[CH:14][CH:15]=[C:16]4[C:11]=3[CH:10]=[N:9][N:8]4[C:3]3[CH:4]=[CH:5][CH:6]=[CH:7][C:2]=3[F:1])[C:18]2=[O:33])[CH2:25]1, predict the reactants needed to synthesize it. The reactants are: [F:1][C:2]1[CH:7]=[CH:6][CH:5]=[CH:4][C:3]=1[N:8]1[C:16]2[C:11](=[C:12]([N:17]3[CH2:21][CH2:20][N:19]([CH:22]4[CH2:25][N:24](C(OC(C)(C)C)=O)[CH2:23]4)[C:18]3=[O:33])[CH:13]=[CH:14][CH:15]=2)[CH:10]=[N:9]1.FC(F)(F)C(O)=O. (2) Given the product [CH2:23]([N:15]1[C:16]2([CH2:22][CH2:21][CH2:20][CH2:19]2)[CH2:17][S:18][C:14]1=[N:13][C:5]1[CH:6]=[CH:7][C:8]([N+:10]([O-:12])=[O:11])=[CH:9][C:4]=1[CH2:1][CH2:2][CH3:3])[CH:24]([CH3:26])[CH3:25], predict the reactants needed to synthesize it. The reactants are: [CH2:1]([C:4]1[CH:9]=[C:8]([N+:10]([O-:12])=[O:11])[CH:7]=[CH:6][C:5]=1[N:13]=[C:14]1[S:18][CH2:17][C:16]2([CH2:22][CH2:21][CH2:20][CH2:19]2)[NH:15]1)[CH2:2][CH3:3].[CH2:23](Br)[CH:24]([CH3:26])[CH3:25]. (3) Given the product [C:1]([O:5][C:6]([N:8]1[CH2:13][CH2:12][CH2:11][C@H:10]([NH:14][CH2:15][C:16]2[CH:17]=[C:18]3[C:22](=[CH:23][C:24]=2[O:25][CH3:26])[CH2:21][O:20][C:19]3([C:48]([F:51])([F:50])[F:49])[C:27]([F:30])([F:28])[F:29])[C@@H:9]1[C:31]1[CH:32]=[CH:33][CH:34]=[CH:35][CH:36]=1)=[O:7])([CH3:4])([CH3:2])[CH3:3], predict the reactants needed to synthesize it. The reactants are: [C:1]([O:5][C:6]([N:8]1[CH2:13][CH2:12][CH2:11][C@H:10]([NH:14][CH2:15][C:16]2[CH:17]=[C:18]3[C:22](=[CH:23][C:24]=2[O:25][CH3:26])[CH2:21][O:20][CH:19]3[C:27]([F:30])([F:29])[F:28])[C@@H:9]1[C:31]1[CH:36]=[CH:35][CH:34]=[CH:33][CH:32]=1)=[O:7])([CH3:4])([CH3:3])[CH3:2].COC1C=C2C(C([C:48]([F:51])([F:50])[F:49])([C:48]([F:51])([F:50])[F:49])OC2)=CC=1C=O. (4) The reactants are: [BH4-].[Na+].[F:3][C:4]1[CH:5]=[C:6]([C:11](=[O:36])[CH2:12][CH2:13][N:14]2[CH2:19][CH2:18][CH:17]([N:20]([CH2:34][CH3:35])[C:21](=[O:33])[CH2:22][C:23]3[CH:28]=[CH:27][C:26]([S:29]([CH3:32])(=[O:31])=[O:30])=[CH:25][CH:24]=3)[CH2:16][CH2:15]2)[CH:7]=[CH:8][C:9]=1[F:10]. Given the product [F:3][C:4]1[CH:5]=[C:6]([CH:11]([OH:36])[CH2:12][CH2:13][N:14]2[CH2:19][CH2:18][CH:17]([N:20]([CH2:34][CH3:35])[C:21](=[O:33])[CH2:22][C:23]3[CH:24]=[CH:25][C:26]([S:29]([CH3:32])(=[O:31])=[O:30])=[CH:27][CH:28]=3)[CH2:16][CH2:15]2)[CH:7]=[CH:8][C:9]=1[F:10], predict the reactants needed to synthesize it. (5) Given the product [Cl:19][C:3]1[CH:4]=[C:5]([Cl:18])[C:6]([N:8]2[C:12](=[O:13])[N:11]([CH:14]([F:15])[F:16])[C:10]([CH3:17])=[N:9]2)=[CH:7][C:2]=1[NH:1][S:36]([CH3:35])(=[O:38])=[O:37], predict the reactants needed to synthesize it. The reactants are: [NH2:1][C:2]1[C:3]([Cl:19])=[CH:4][C:5]([Cl:18])=[C:6]([N:8]2[C:12](=[O:13])[N:11]([CH:14]([F:16])[F:15])[C:10]([CH3:17])=[N:9]2)[CH:7]=1.O.C1(C)C(C)=CC=CC=1.C(=O)([O-])[O-].[Na+].[Na+].[CH3:35][S:36](Cl)(=[O:38])=[O:37].C(=O)([O-])[O-].[K+].[K+].Cl. (6) Given the product [CH3:35][O:34][C:23]1[CH:22]=[C:21]([C:19]([N:10]2[C:11]3[CH:18]=[CH:17][CH:16]=[CH:15][C:12]=3[CH2:13][N:14]3[C:5]([C:3]([NH:46][CH2:45][CH2:44][C:41]4[CH:42]=[CH:43][C:38]([CH3:47])=[CH:39][CH:40]=4)=[O:4])=[CH:6][CH:7]=[C:8]3[CH2:9]2)=[O:20])[CH:26]=[CH:25][C:24]=1[C:27]1[CH:32]=[CH:31][CH:30]=[CH:29][C:28]=1[CH3:33], predict the reactants needed to synthesize it. The reactants are: ClC(Cl)(Cl)[C:3]([C:5]1[N:14]2[C:8]([CH2:9][N:10]([C:19]([C:21]3[CH:26]=[CH:25][C:24]([C:27]4[CH:32]=[CH:31][CH:30]=[CH:29][C:28]=4[CH3:33])=[C:23]([O:34][CH3:35])[CH:22]=3)=[O:20])[C:11]3[CH:18]=[CH:17][CH:16]=[CH:15][C:12]=3[CH2:13]2)=[CH:7][CH:6]=1)=[O:4].[C:38]1([CH3:47])[CH:43]=[CH:42][C:41]([CH2:44][CH2:45][NH2:46])=[CH:40][CH:39]=1. (7) Given the product [CH3:18][O:19][CH2:20][O:21][CH2:22][CH:23]1[CH2:31][CH2:30][CH2:29][C:24]1=[O:25], predict the reactants needed to synthesize it. The reactants are: C1(C)C=CC(S([O-])(=O)=O)=CC=1.[NH+]1C=CC=CC=1.[CH3:18][O:19][CH2:20][O:21][CH2:22][CH:23]1[CH2:31][CH2:30][CH2:29][C:24]21OCC[O:25]2. (8) Given the product [CH3:1][CH2:2][CH2:3][CH:4]1[O:8][C:7]([C:15]2[CH:16]=[CH:17][C:18]([Cl:22])=[CH:19][C:20]=2[Cl:21])([CH2:9][N:10]2[N:14]=[CH:13][N:12]=[CH:11]2)[O:6][CH2:5]1.[OH:23][C:24]1[CH:25]=[CH:26][C:27]([C:30]2[CH:35]=[CH:34][C:33]([OH:36])=[CH:32][CH:31]=2)=[CH:28][CH:29]=1, predict the reactants needed to synthesize it. The reactants are: [CH3:1][CH2:2][CH2:3][CH:4]1[O:8][C:7]([C:15]2[CH:16]=[CH:17][C:18]([Cl:22])=[CH:19][C:20]=2[Cl:21])([CH2:9][N:10]2[N:14]=[CH:13][N:12]=[CH:11]2)[O:6][CH2:5]1.[OH:23][C:24]1[CH:29]=[CH:28][C:27]([C:30]2[CH:35]=[CH:34][C:33]([OH:36])=[CH:32][CH:31]=2)=[CH:26][CH:25]=1.